Predict the reactants needed to synthesize the given product. From a dataset of Full USPTO retrosynthesis dataset with 1.9M reactions from patents (1976-2016). (1) Given the product [CH2:1]([C:4]1[C:5]([N:14]([CH:15]2[CH2:16][CH2:17][N:18]([C:21]([O:23][C:24]([CH3:25])([CH3:27])[CH3:26])=[O:22])[CH2:19][CH2:20]2)[CH2:28][CH3:29])=[CH:6][CH:7]=[CH:8][C:9]=1[C:10]([OH:12])=[O:11])[CH:2]=[CH2:3], predict the reactants needed to synthesize it. The reactants are: [CH2:1]([C:4]1[C:9]([C:10]([O:12]C)=[O:11])=[CH:8][CH:7]=[CH:6][C:5]=1[N:14]([CH2:28][CH3:29])[CH:15]1[CH2:20][CH2:19][N:18]([C:21]([O:23][C:24]([CH3:27])([CH3:26])[CH3:25])=[O:22])[CH2:17][CH2:16]1)[CH:2]=[CH2:3].[OH-].[Na+].Cl. (2) Given the product [F:17][C:12]1[CH:11]=[C:10]([CH2:9][C@@H:8]([C:3]2[C:2]([C:36]3[CH:37]=[CH:38][C:33]([F:32])=[C:34]([CH:35]=3)[C:42]([NH2:43])=[O:44])=[CH:7][CH:6]=[CH:5][N:4]=2)[NH:18][C:19](=[O:31])[CH2:20][C:21]2[C:29]3[C:24](=[CH:25][CH:26]=[C:27]([F:30])[CH:28]=3)[NH:23][CH:22]=2)[CH:15]=[C:14]([F:16])[CH:13]=1, predict the reactants needed to synthesize it. The reactants are: Br[C:2]1[C:3]([C@@H:8]([NH:18][C:19](=[O:31])[CH2:20][C:21]2[C:29]3[C:24](=[CH:25][CH:26]=[C:27]([F:30])[CH:28]=3)[NH:23][CH:22]=2)[CH2:9][C:10]2[CH:15]=[C:14]([F:16])[CH:13]=[C:12]([F:17])[CH:11]=2)=[N:4][CH:5]=[CH:6][CH:7]=1.[F:32][C:33]1[CH:38]=[CH:37][C:36](B(O)O)=[CH:35][C:34]=1[C:42](=[O:44])[NH2:43].C([O-])([O-])=O.[K+].[K+]. (3) Given the product [CH:21]1([NH:20][C:15]2[CH:14]=[C:13]([C:3]3[CH:4]=[CH:5][CH:6]=[C:7]([CH3:8])[C:2]=3[CH3:1])[N:18]=[C:17]([NH2:19])[N:16]=2)[CH2:25][CH2:24][CH2:23][CH2:22]1, predict the reactants needed to synthesize it. The reactants are: [CH3:1][C:2]1[C:7]([CH3:8])=[CH:6][CH:5]=[CH:4][C:3]=1B(O)O.Cl[C:13]1[N:18]=[C:17]([NH2:19])[N:16]=[C:15]([NH:20][CH:21]2[CH2:25][CH2:24][CH2:23][CH2:22]2)[CH:14]=1.